This data is from Forward reaction prediction with 1.9M reactions from USPTO patents (1976-2016). The task is: Predict the product of the given reaction. (1) Given the reactants [H-].[H-].[H-].[H-].[Li+].[Al+3].[CH3:7][C:8](=[CH:11][CH:12]([CH3:18])[CH2:13][CH:14]=[C:15]([CH3:17])[CH3:16])[CH:9]=[O:10].O.[OH-].[Na+], predict the reaction product. The product is: [CH3:7][C:8](=[CH:11][CH:12]([CH3:18])[CH2:13][CH:14]=[C:15]([CH3:17])[CH3:16])[CH2:9][OH:10]. (2) Given the reactants [F:1][C:2]1[CH:3]=[C:4]2[C:8](=[CH:9][CH:10]=1)[NH:7][CH:6]=[C:5]2[C:11]1[CH2:12][CH2:13][NH:14][CH2:15][CH:16]=1.Cl[CH2:18][CH2:19][C:20]1[C:25](=[O:26])[N:24]2[CH:27]=[CH:28][CH:29]=[C:30]([CH3:31])[C:23]2=[N:22][C:21]=1[CH3:32].C(NC(C)C)(C)C.[I-].[K+], predict the reaction product. The product is: [F:1][C:2]1[CH:3]=[C:4]2[C:8](=[CH:9][CH:10]=1)[NH:7][CH:6]=[C:5]2[C:11]1[CH2:12][CH2:13][N:14]([CH2:18][CH2:19][C:20]2[C:25](=[O:26])[N:24]3[CH:27]=[CH:28][CH:29]=[C:30]([CH3:31])[C:23]3=[N:22][C:21]=2[CH3:32])[CH2:15][CH:16]=1. (3) Given the reactants [CH:1]1[C:10]2[C:5](=[CH:6][CH:7]=[CH:8][CH:9]=2)[CH:4]=[CH:3][C:2]=1[NH:11][C:12]([C:14]([O:16]CC)=[O:15])=[O:13].[OH-].[Li+:20], predict the reaction product. The product is: [CH:1]1[C:10]2[C:5](=[CH:6][CH:7]=[CH:8][CH:9]=2)[CH:4]=[CH:3][C:2]=1[NH:11][C:12]([C:14]([O:16][Li:20])=[O:15])=[O:13].